Dataset: Reaction yield outcomes from USPTO patents with 853,638 reactions. Task: Predict the reaction yield, written as a fraction of the theoretical maximum amount of product (1.0 means a 100% yield; for example, 0.34 means a 34% yield). (1) The reactants are C(N1CCN(C2C=CC([NH:20][C:21]3[C:26]([F:27])=[CH:25][N:24]=[C:23](Cl)[N:22]=3)=CC=2)CC1)C1C=CC=CC=1.[CH2:29]1[CH2:39][O:38][C:37]2[CH:36]=[CH:35][C:33]([NH2:34])=[CH:32][C:31]=2[O:30]1. No catalyst specified. The product is [CH2:29]1[CH2:39][O:38][C:37]2[CH:36]=[CH:35][C:33]([NH:34][C:23]3[N:22]=[C:21]([NH2:20])[C:26]([F:27])=[CH:25][N:24]=3)=[CH:32][C:31]=2[O:30]1. The yield is 0.630. (2) The reactants are [CH2:1]([C:5]1[CH:14]=[CH:13][C:8]2[N:9]=[C:10]([NH2:12])[S:11][C:7]=2[CH:6]=1)[CH2:2][CH2:3][CH3:4].Br[CH:16]([CH2:21][CH3:22])[C:17]([O:19]C)=[O:18].[CH3:23][C:24]1C=CC2N=C(N)S[C:26]=2[CH:25]=1.Br[CH:35]([CH2:41][CH3:42])[C:36]([O:38]CC)=O. No catalyst specified. The product is [CH2:1]([C:5]1[CH:14]=[CH:13][C:8]2[N:9]([CH:16]([CH2:21][CH3:22])[C:17]([OH:19])=[O:18])[C:10](=[N:12][C:36](=[O:38])[C:35]3[CH:41]=[CH:42][C:25]([CH3:26])=[CH:24][CH:23]=3)[S:11][C:7]=2[CH:6]=1)[CH2:2][CH2:3][CH3:4]. The yield is 0.810.